Dataset: Forward reaction prediction with 1.9M reactions from USPTO patents (1976-2016). Task: Predict the product of the given reaction. (1) Given the reactants [ClH:1].[CH2:2]([C:4]1[C:12]2[C:7](=[N:8][C:9]([CH:14]3[CH2:19][CH2:18][NH:17][CH2:16][CH2:15]3)=[N:10][C:11]=2[OH:13])[N:6]([C:20]2[CH:25]=[CH:24][CH:23]=[CH:22][CH:21]=2)[N:5]=1)[CH3:3].C(OC([N:33]1[CH2:38][CH2:37][CH:36]([C:39](O)=[O:40])[CH2:35][CH2:34]1)=O)(C)(C)C.Cl, predict the reaction product. The product is: [ClH:1].[CH2:2]([C:4]1[C:12]2[C:7](=[N:8][C:9]([CH:14]3[CH2:15][CH2:16][N:17]([C:39]([CH:36]4[CH2:37][CH2:38][NH:33][CH2:34][CH2:35]4)=[O:40])[CH2:18][CH2:19]3)=[N:10][C:11]=2[OH:13])[N:6]([C:20]2[CH:25]=[CH:24][CH:23]=[CH:22][CH:21]=2)[N:5]=1)[CH3:3]. (2) The product is: [F:1][C:2]1[CH:9]=[C:8]([C:10]2[CH:11]=[N:12][N:13]3[CH:18]=[CH:17][C:16]([N:19]4[C@@H:23]([C:24]5[CH:29]=[CH:28][C:27]([F:30])=[CH:26][N:25]=5)[CH2:22][O:21][C:20]4=[O:31])=[N:15][C:14]=23)[CH:7]=[CH:6][C:3]=1/[CH:4]=[N:39]/[NH:38][C:40]([NH2:42])=[O:41]. Given the reactants [F:1][C:2]1[CH:9]=[C:8]([C:10]2[CH:11]=[N:12][N:13]3[CH:18]=[CH:17][C:16]([N:19]4[C@@H:23]([C:24]5[CH:29]=[CH:28][C:27]([F:30])=[CH:26][N:25]=5)[CH2:22][O:21][C:20]4=[O:31])=[N:15][C:14]=23)[CH:7]=[CH:6][C:3]=1[CH:4]=O.C([O-])(=O)C.[K+].Cl.[NH:38]([C:40]([NH2:42])=[O:41])[NH2:39], predict the reaction product. (3) Given the reactants [F:1][C:2]([C:5]1[CH:9]=[C:8]([NH:10][C:11](=[O:19])OC2C=CC=CC=2)[N:7]([C:20]2[CH:21]=[N:22][CH:23]=[CH:24][CH:25]=2)[N:6]=1)([F:4])[CH3:3].[CH3:26][O:27][C:28]1[CH:29]=[C:30]2[C:35](=[CH:36][C:37]=1[O:38][CH3:39])[N:34]=[CH:33][N:32]=[C:31]2[O:40][C:41]1[CH:42]=[C:43]([CH:45]=[CH:46][CH:47]=1)[NH2:44], predict the reaction product. The product is: [F:4][C:2]([C:5]1[CH:9]=[C:8]([NH:10][C:11]([NH:44][C:43]2[CH:45]=[CH:46][CH:47]=[C:41]([O:40][C:31]3[C:30]4[C:35](=[CH:36][C:37]([O:38][CH3:39])=[C:28]([O:27][CH3:26])[CH:29]=4)[N:34]=[CH:33][N:32]=3)[CH:42]=2)=[O:19])[N:7]([C:20]2[CH:21]=[N:22][CH:23]=[CH:24][CH:25]=2)[N:6]=1)([F:1])[CH3:3]. (4) Given the reactants [C:1]([O:5][C:6]([N:8]1[CH2:16][C:15]2[C:10](=[CH:11][CH:12]=[C:13](Br)[CH:14]=2)[CH2:9]1)=[O:7])([CH3:4])([CH3:3])[CH3:2].C1C=CC(P(C2C=CC=CC=2)CCCP(C2C=CC=CC=2)C2C=CC=CC=2)=CC=1.CO.CS(C)=O.C[CH2:54][O:55][C:56](C)=[O:57].CCCCCC, predict the reaction product. The product is: [CH3:54][O:55][C:56]([C:13]1[CH:14]=[C:15]2[C:10](=[CH:11][CH:12]=1)[CH2:9][N:8]([C:6]([O:5][C:1]([CH3:4])([CH3:3])[CH3:2])=[O:7])[CH2:16]2)=[O:57]. (5) Given the reactants C1(C(C2C=CC=CC=2)(C2C=CC=CC=2)[N:8]2[CH:12]=[C:11]([C@@H:13]3[CH2:15][C@H:14]3[CH2:16][OH:17])[N:10]=[CH:9]2)C=CC=CC=1.[F:30][C:31]([F:36])([F:35])[C:32]([OH:34])=[O:33], predict the reaction product. The product is: [F:30][C:31]([F:36])([F:35])[C:32]([OH:34])=[O:33].[OH:17][CH2:16][C@@H:14]1[CH2:15][C@H:13]1[C:11]1[N:10]=[CH:9][NH:8][CH:12]=1.